The task is: Predict the product of the given reaction.. This data is from Forward reaction prediction with 1.9M reactions from USPTO patents (1976-2016). (1) Given the reactants [F:1][C:2]1[CH:10]=[C:9]2[C:5]([CH:6]=[CH:7][NH:8]2)=[C:4]([C:11]2[N:12]=[C:13]([N:30]3[CH2:35][CH2:34][O:33][CH2:32][CH2:31]3)[C:14]3[S:19][C:18]([CH2:20][N:21]4[CH2:26][CH2:25]N5C[CH2:28][CH2:29][C@H:23]5[CH2:22]4)=[CH:17][C:15]=3[N:16]=2)[CH:3]=1.Cl.C(O[C:42]([N:44]1CC2(CCNCC2)C1)=O)(C)(C)C.C(O)(C(F)(F)F)=O.C(Cl)Cl, predict the reaction product. The product is: [CH2:42]1[C:29]2([CH2:23][CH2:22][N:21]([CH2:20][C:18]3[S:19][C:14]4[C:13]([N:30]5[CH2:35][CH2:34][O:33][CH2:32][CH2:31]5)=[N:12][C:11]([C:4]5[CH:3]=[C:2]([F:1])[CH:10]=[C:9]6[C:5]=5[CH:6]=[CH:7][NH:8]6)=[N:16][C:15]=4[CH:17]=3)[CH2:26][CH2:25]2)[CH2:28][NH:44]1. (2) Given the reactants [Cl:1][C:2]1[CH:3]=[C:4]([CH:6]=[C:7]([Cl:9])[CH:8]=1)[NH2:5].[CH2:10]([C:12](=O)[C:13]([O-:15])=[O:14])[CH3:11].[CH:17]1[CH2:21]CC[CH:18]=1.F[C:23](F)(F)[C:24](O)=O, predict the reaction product. The product is: [CH2:23]([O:15][C:13]([CH:12]1[CH:10]2[CH2:18][CH2:17][CH2:21][CH:11]2[C:3]2[C:2]([Cl:1])=[CH:8][C:7]([Cl:9])=[CH:6][C:4]=2[NH:5]1)=[O:14])[CH3:24]. (3) Given the reactants [OH:1][C:2]([CH3:11])([CH3:10])[CH2:3][C:4]([NH:6][CH2:7][CH2:8][CH3:9])=O.CC(C[AlH]CC(C)C)C, predict the reaction product. The product is: [CH3:10][C:2]([OH:1])([CH2:3][CH2:4][NH:6][CH2:7][CH2:8][CH3:9])[CH3:11].